Dataset: Catalyst prediction with 721,799 reactions and 888 catalyst types from USPTO. Task: Predict which catalyst facilitates the given reaction. (1) Reactant: C[O:2][C:3]([C:5]1[N:25]([CH2:26]C(OCC)=O)[C:8]2=[CH:9][N:10]=[CH:11][C:12]([C:13]3[CH:14]=[C:15]([C:19]4[CH:24]=[CH:23][CH:22]=[CH:21][CH:20]=4)[CH:16]=[CH:17][CH:18]=3)=[C:7]2[CH:6]=1)=[O:4]. Product: [C:15]1([C:19]2[CH:20]=[CH:21][CH:22]=[CH:23][CH:24]=2)[CH:16]=[CH:17][CH:18]=[C:13]([C:12]2[CH:11]=[N:10][CH:9]=[C:8]3[N:25]([CH2:26][CH2:5][C:3]([OH:4])=[O:2])[C:5]([C:3]([OH:2])=[O:4])=[CH:6][C:7]=23)[CH:14]=1. The catalyst class is: 20. (2) Reactant: [NH:1]1[C:5]2[CH:6]=[CH:7][CH:8]=[CH:9][C:4]=2[N:3]=[C:2]1[C:10]([C:12]1[CH:17]=[CH:16][C:15]([O:18][C:19]2[C:24](Cl)=[N:23][CH:22]=[CH:21][N:20]=2)=[CH:14][CH:13]=1)=[O:11].P([O-])([O-])([O-])=O.[K+].[K+].[K+].[F:34][C:35]([F:46])([F:45])[C:36]1[CH:41]=[C:40](B(O)O)[CH:39]=[CH:38][N:37]=1. Product: [NH:1]1[C:5]2[CH:6]=[CH:7][CH:8]=[CH:9][C:4]=2[N:3]=[C:2]1[C:10]([C:12]1[CH:17]=[CH:16][C:15]([O:18][C:19]2[C:24]([C:40]3[CH:39]=[CH:38][N:37]=[C:36]([C:35]([F:46])([F:45])[F:34])[CH:41]=3)=[N:23][CH:22]=[CH:21][N:20]=2)=[CH:14][CH:13]=1)=[O:11]. The catalyst class is: 216.